The task is: Binary Classification. Given a drug SMILES string, predict its activity (active/inactive) in a high-throughput screening assay against a specified biological target.. This data is from Choline transporter screen with 302,306 compounds. (1) The compound is S(=O)(=O)(NCC(OCCOc1ccccc1)=O)c1cc([N+]([O-])=O)c(N)cc1. The result is 0 (inactive). (2) The drug is O1C(n2c3nc(nc(N)c3nc2)NCCc2ccc(CCC(O)=O)cc2)C(O)C(O)C1C(=O)NCC. The result is 1 (active). (3) The molecule is O=C/1N(CC=C)C(=O)NC(=O)C1=C\NNC(=O)c1ccncc1. The result is 0 (inactive). (4) The drug is s1cc(c2n(c3c(n(Cc4ccccc4)c(=O)[nH]c3=O)n2)CC)cc1. The result is 0 (inactive).